From a dataset of Forward reaction prediction with 1.9M reactions from USPTO patents (1976-2016). Predict the product of the given reaction. (1) Given the reactants C([O:8][C:9]1[N:14]=[C:13]2[NH:15][CH:16]=[N:17][C:12]2=[CH:11][CH:10]=1)C1C=CC=CC=1.[CH:18]([C:21]1[CH:26]=[CH:25][CH:24]=[CH:23][C:22]=1B(O)O)([CH3:20])[CH3:19], predict the reaction product. The product is: [CH:18]([C:21]1[CH:26]=[CH:25][CH:24]=[CH:23][C:22]=1[N:15]1[C:13]2=[N:14][C:9]([OH:8])=[CH:10][CH:11]=[C:12]2[N:17]=[CH:16]1)([CH3:20])[CH3:19]. (2) Given the reactants [NH:1]1[C:9]2[CH:8]=[CH:7][N:6]=[CH:5][C:4]=2[CH:3]=[CH:2]1.C([N:12](CC)CC)C.Cl[C:18]([O:20][CH2:21][C:22]1[CH:27]=[CH:26][CH:25]=[CH:24][CH:23]=1)=[O:19], predict the reaction product. The product is: [NH2:12][C:5]1[C:4]2[CH:3]=[CH:2][N:1]([C:18]([O:20][CH2:21][C:22]3[CH:27]=[CH:26][CH:25]=[CH:24][CH:23]=3)=[O:19])[C:9]=2[CH:8]=[CH:7][N:6]=1. (3) Given the reactants [CH2:1]([O:3][C:4]1[CH:5]=[C:6]2[C:11](=[CH:12][C:13]=1[O:14][CH2:15][CH3:16])[N:10]=[CH:9][C:8]([C:17]#[N:18])=[C:7]2[CH2:19][C:20]([C:22]1[C:23]([CH3:28])=[N:24][CH:25]=[CH:26][CH:27]=1)=O)[CH3:2].C([O-])(=O)C.[NH4+:33], predict the reaction product. The product is: [CH2:15]([O:14][C:13]1[C:4]([O:3][CH2:1][CH3:2])=[CH:5][C:6]2[C:7]3[C:8](=[C:17]([NH2:33])[N:18]=[C:20]([C:22]4[C:23]([CH3:28])=[N:24][CH:25]=[CH:26][CH:27]=4)[CH:19]=3)[CH:9]=[N:10][C:11]=2[CH:12]=1)[CH3:16]. (4) Given the reactants [F:1][C:2]1[CH:7]=[CH:6][CH:5]=[C:4]([F:8])[C:3]=1[C:9]1[C:18]2[CH:17]=[C:16]([C:19]#[N:20])[CH:15]=[CH:14][C:13]=2[C:12]2[N:21](COCC[Si](C)(C)C)[N:22]=[C:23]([NH:24][CH:25]3[CH2:30][CH2:29][N:28]([S:31]([CH2:34][CH3:35])(=[O:33])=[O:32])[CH2:27][CH2:26]3)[C:11]=2[N:10]=1.C(O)(C(F)(F)F)=O, predict the reaction product. The product is: [F:8][C:4]1[CH:5]=[CH:6][CH:7]=[C:2]([F:1])[C:3]=1[C:9]1[C:18]2[CH:17]=[C:16]([C:19]#[N:20])[CH:15]=[CH:14][C:13]=2[C:12]2[NH:21][N:22]=[C:23]([NH:24][CH:25]3[CH2:30][CH2:29][N:28]([S:31]([CH2:34][CH3:35])(=[O:32])=[O:33])[CH2:27][CH2:26]3)[C:11]=2[N:10]=1. (5) Given the reactants Br[CH2:2][C:3]1[C:12]([C:13]2[CH:18]=[CH:17][CH:16]=[CH:15][C:14]=2[Cl:19])=[N:11][C:10]2[C:5](=[CH:6][CH:7]=[CH:8][C:9]=2[C:20]([F:23])([F:22])[F:21])[N:4]=1.I([O-])(=O)(=O)=[O:25].[Na+].CN(C=O)C, predict the reaction product. The product is: [Cl:19][C:14]1[CH:15]=[CH:16][CH:17]=[CH:18][C:13]=1[C:12]1[C:3]([CH:2]=[O:25])=[N:4][C:5]2[C:10]([N:11]=1)=[C:9]([C:20]([F:23])([F:22])[F:21])[CH:8]=[CH:7][CH:6]=2. (6) Given the reactants Cl[C:2]1[N:7]=[C:6]([O:8][C:9]2[C:18]3[C:13](=[CH:14][CH:15]=[CH:16][CH:17]=3)[C:12]([NH2:19])=[CH:11][CH:10]=2)[CH:5]=[CH:4][N:3]=1.[S-:20][C:21]1[CH:26]=[CH:25][CH:24]=[CH:23][CH:22]=1.[Na+], predict the reaction product. The product is: [C:21]1([S:20][C:2]2[N:7]=[C:6]([O:8][C:9]3[C:18]4[C:13](=[CH:14][CH:15]=[CH:16][CH:17]=4)[C:12]([NH2:19])=[CH:11][CH:10]=3)[CH:5]=[CH:4][N:3]=2)[CH:26]=[CH:25][CH:24]=[CH:23][CH:22]=1. (7) Given the reactants [Cl:1][C:2]1[C:7]([NH:8][CH2:9][CH:10]2[CH2:12][CH:11]2[C:13]2[C:18]([O:19][CH3:20])=[CH:17][CH:16]=[CH:15][C:14]=2[F:21])=[CH:6][N:5]=[N:4][C:3]=1[NH:22][NH:23][C:24](=O)[CH2:25][CH:26]1[CH2:28][CH2:27]1.P(Cl)(Cl)(Cl)=O, predict the reaction product. The product is: [Cl:1][C:2]1[C:3]2[N:4]([C:24]([CH2:25][CH:26]3[CH2:28][CH2:27]3)=[N:23][N:22]=2)[N:5]=[CH:6][C:7]=1[NH:8][CH2:9][CH:10]1[CH2:12][CH:11]1[C:13]1[C:18]([O:19][CH3:20])=[CH:17][CH:16]=[CH:15][C:14]=1[F:21].